Dataset: Buchwald-Hartwig C-N cross coupling reaction yields with 55,370 reactions. Task: Predict the reaction yield, written as a fraction of the theoretical maximum amount of product (1.0 means a 100% yield; for example, 0.34 means a 34% yield). (1) The reactants are Brc1ccccn1.Cc1ccc(N)cc1.O=S(=O)(O[Pd]1c2ccccc2-c2ccccc2N~1)C(F)(F)F.COc1ccc(OC)c(P([C@]23C[C@H]4C[C@H](C[C@H](C4)C2)C3)[C@]23C[C@H]4C[C@H](C[C@H](C4)C2)C3)c1-c1c(C(C)C)cc(C(C)C)cc1C(C)C.CN1CCCN2CCCN=C12.Cc1cc(-c2ccccc2)on1. No catalyst specified. The product is Cc1ccc(Nc2ccccn2)cc1. The yield is 0.826. (2) The reactants are Clc1ccccn1.Cc1ccc(N)cc1.O=S(=O)(O[Pd]1c2ccccc2-c2ccccc2N~1)C(F)(F)F.COc1ccc(OC)c(P([C@]23C[C@H]4C[C@H](C[C@H](C4)C2)C3)[C@]23C[C@H]4C[C@H](C[C@H](C4)C2)C3)c1-c1c(C(C)C)cc(C(C)C)cc1C(C)C.CCN=P(N=P(N(C)C)(N(C)C)N(C)C)(N(C)C)N(C)C.c1ccc(CN(Cc2ccccc2)c2ccon2)cc1. No catalyst specified. The product is Cc1ccc(Nc2ccccn2)cc1. The yield is 0.763.